From a dataset of Full USPTO retrosynthesis dataset with 1.9M reactions from patents (1976-2016). Predict the reactants needed to synthesize the given product. (1) Given the product [CH3:16][C:17]1[C:22]([CH:23]([C:3]2[C:4]3[C:9](=[CH:8][C:7]([N:10]4[CH2:15][CH2:14][O:13][CH2:12][CH2:11]4)=[CH:6][CH:5]=3)[NH:1][CH:2]=2)[CH2:24][N+:25]([O-:27])=[O:26])=[CH:21][CH:20]=[CH:19][C:18]=1[NH:28][C:29](=[O:38])[O:30][CH2:31][C:32]1[CH:33]=[CH:34][CH:35]=[CH:36][CH:37]=1, predict the reactants needed to synthesize it. The reactants are: [NH:1]1[C:9]2[C:4](=[CH:5][CH:6]=[C:7]([N:10]3[CH2:15][CH2:14][O:13][CH2:12][CH2:11]3)[CH:8]=2)[CH:3]=[CH:2]1.[CH3:16][C:17]1[C:22](/[CH:23]=[CH:24]/[N+:25]([O-:27])=[O:26])=[CH:21][CH:20]=[CH:19][C:18]=1[NH:28][C:29](=[O:38])[O:30][CH2:31][C:32]1[CH:37]=[CH:36][CH:35]=[CH:34][CH:33]=1. (2) Given the product [ClH:1].[CH2:12]([O:11][C:9]([C@H:6]1[CH2:7][CH2:8][C@@H:3]([NH2:2])[CH2:4][CH2:5]1)=[O:10])[CH3:13], predict the reactants needed to synthesize it. The reactants are: [ClH:1].[NH2:2][C@H:3]1[CH2:8][CH2:7][C@H:6]([C:9]([O:11][CH2:12][CH3:13])=[O:10])[CH2:5][CH2:4]1.N[C@H]1CC[C@H](C(O)=O)CC1.